From a dataset of Full USPTO retrosynthesis dataset with 1.9M reactions from patents (1976-2016). Predict the reactants needed to synthesize the given product. (1) Given the product [C:48]([OH:47])(=[O:50])/[CH:49]=[CH:20]/[C:21]([OH:23])=[O:25].[CH3:24][O:23][C:21]1[CH:20]=[CH:19][C:14]2[N:15]=[CH:16][C:17](=[O:18])[N:12]([C:7]3[CH:8]=[C:9]4[O:10][CH2:11][CH:2]([NH:1][CH2:36][C:34]5[CH:33]=[CH:32][C:29]6[O:30][CH2:31][C:26](=[O:25])[NH:27][C:28]=6[N:35]=5)[CH2:3][C:4]4=[N:5][CH:6]=3)[C:13]=2[N:22]=1, predict the reactants needed to synthesize it. The reactants are: [NH2:1][CH:2]1[CH2:11][O:10][C:9]2[C:4](=[N:5][CH:6]=[C:7]([N:12]3[C:17](=[O:18])[CH:16]=[N:15][C:14]4[CH:19]=[CH:20][C:21]([O:23][CH3:24])=[N:22][C:13]3=4)[CH:8]=2)[CH2:3]1.[O:25]=[C:26]1[CH2:31][O:30][C:29]2[CH:32]=[CH:33][C:34]([CH:36]=O)=[N:35][C:28]=2[NH:27]1.[C:48]([O:47][BH-]([O:47][C:48](=[O:50])[CH3:49])[O:47][C:48](=[O:50])[CH3:49])(=[O:50])[CH3:49].[Na+]. (2) Given the product [Cl:1][C:2]1[N:10]=[CH:9][N:8]=[C:7]2[C:3]=1[N:4]=[C:5]([C:11]1[CH:16]=[CH:15][CH:14]=[CH:13][CH:12]=1)[N:6]2[CH3:17], predict the reactants needed to synthesize it. The reactants are: [Cl:1][C:2]1[N:10]=[CH:9][N:8]=[C:7]2[C:3]=1[NH:4][C:5]([C:11]1[CH:16]=[CH:15][CH:14]=[CH:13][CH:12]=1)=[N:6]2.[CH3:17]N(C=O)C.[H-].[Na+].CI. (3) The reactants are: [CH:1]([C:3]1[NH:4][C:5]2[CH2:6][CH2:7][CH2:8][CH2:9][C:10]=2[C:11]=1[CH2:12][CH2:13][C:14]([OH:16])=[O:15])=O.[CH3:17][C:18]1[CH:19]=[C:20]2[C:24](=[CH:25][CH:26]=1)[NH:23][C:22](=[O:27])[CH2:21]2.N1CCCCC1.C(O)(=O)C. Given the product [CH3:17][C:18]1[CH:19]=[C:20]2[C:24](=[CH:25][CH:26]=1)[NH:23][C:22](=[O:27])[C:21]2=[CH:1][C:3]1[NH:4][C:5]2[CH2:6][CH2:7][CH2:8][CH2:9][C:10]=2[C:11]=1[CH2:12][CH2:13][C:14]([OH:16])=[O:15], predict the reactants needed to synthesize it. (4) Given the product [F:1][CH2:2][CH2:3][N:4]1[C:13]2[C:8](=[CH:9][C:10]([CH:24]=[O:25])=[C:11]([OH:15])[CH:12]=2)[CH2:7][CH2:6][CH2:5]1, predict the reactants needed to synthesize it. The reactants are: [F:1][CH2:2][CH2:3][N:4]1[C:13]2[C:8](=[CH:9][CH2:10][C:11]([OH:15])(O)[CH:12]=2)[CH2:7][CH2:6][CH2:5]1.O=P(Cl)(Cl)Cl.CN([CH:24]=[O:25])C. (5) Given the product [F:24][CH:2]([F:1])[C:3]1[N:8]2[N:9]=[CH:10][C:11]([C:12]#[C:13][C:26]3[CH:27]=[C:28]([S:32]([NH:35][C:36]([CH3:40])([CH3:39])[CH2:37][OH:38])(=[O:33])=[O:34])[CH:29]=[CH:30][CH:31]=3)=[C:7]2[N:6]=[C:5]([C:14]2[CH:19]=[CH:18][C:17]([C:20]([F:23])([F:22])[F:21])=[CH:16][CH:15]=2)[CH:4]=1, predict the reactants needed to synthesize it. The reactants are: [F:1][CH:2]([F:24])[C:3]1[N:8]2[N:9]=[CH:10][C:11]([C:12]#[CH:13])=[C:7]2[N:6]=[C:5]([C:14]2[CH:19]=[CH:18][C:17]([C:20]([F:23])([F:22])[F:21])=[CH:16][CH:15]=2)[CH:4]=1.Br[C:26]1[CH:27]=[C:28]([S:32]([NH:35][C:36]([CH3:40])([CH3:39])[CH2:37][OH:38])(=[O:34])=[O:33])[CH:29]=[CH:30][CH:31]=1. (6) Given the product [CH2:4]=[C:5]1[C:10]2([CH2:12][CH2:11]2)[O:9][C@@H:8]([C:13]2[CH:18]=[CH:17][N:16]=[CH:15][C:14]=2[N+:19]([O-:21])=[O:20])[CH2:7][C:6]1=[O:22], predict the reactants needed to synthesize it. The reactants are: CN([CH2:4][CH:5]1[C:10]2([CH2:12][CH2:11]2)[O:9][CH:8]([C:13]2[CH:18]=[CH:17][N:16]=[CH:15][C:14]=2[N+:19]([O-:21])=[O:20])[CH2:7][C:6]1=[O:22])C.CI.C([O-])(O)=O.[Na+]. (7) Given the product [Cl:1][C:2]1[CH:7]=[CH:6][C:5]([C:8]2[S:9][C:10]([CH2:14][O:15][CH:16]3[CH2:21][CH2:20][CH2:19][N:18]([C:28]4[CH:29]=[C:24]([CH:25]=[CH:26][CH:27]=4)[CH:22]=[O:23])[CH2:17]3)=[C:11]([CH3:13])[N:12]=2)=[CH:4][CH:3]=1, predict the reactants needed to synthesize it. The reactants are: [Cl:1][C:2]1[CH:7]=[CH:6][C:5]([C:8]2[S:9][C:10]([CH2:14][O:15][CH:16]3[CH2:21][CH2:20][CH2:19][NH:18][CH2:17]3)=[C:11]([CH3:13])[N:12]=2)=[CH:4][CH:3]=1.[CH:22]([C:24]1[CH:25]=[C:26](OB(O)O)[CH:27]=[CH:28][CH:29]=1)=[O:23]. (8) The reactants are: [CH3:1][C:2]1[CH:7]=[C:6]([NH:8][CH:9]2[CH2:14][CH2:13][N:12]([C@H:15]3[CH2:20][CH2:19][C@H:18]([O:21][CH:22]4[CH2:25]C[CH2:23]4)[CH2:17][CH2:16]3)[CH2:11][CH2:10]2)[C:5]([NH2:26])=[CH:4][CH:3]=1.[Cl:27][C:28](Cl)([O:30]C(=O)OC(Cl)(Cl)Cl)Cl.C(N(C(C)C)CC)(C)C. Given the product [ClH:27].[CH3:1][C:2]1[CH:3]=[CH:4][C:5]2[NH:26][C:28](=[O:30])[N:8]([CH:9]3[CH2:14][CH2:13][N:12]([C@H:15]4[CH2:16][CH2:17][C@H:18]([O:21][CH:22]5[CH2:23][CH2:25]5)[CH2:19][CH2:20]4)[CH2:11][CH2:10]3)[C:6]=2[CH:7]=1, predict the reactants needed to synthesize it.